From a dataset of Full USPTO retrosynthesis dataset with 1.9M reactions from patents (1976-2016). Predict the reactants needed to synthesize the given product. (1) Given the product [CH3:24][NH:25][CH:2]([CH3:18])[C:3]([O:5][CH2:6][CH2:7][CH2:8][CH2:9][CH2:10][CH2:11][CH2:12][CH2:13][CH2:14][CH2:15][CH2:16][CH3:17])=[O:4], predict the reactants needed to synthesize it. The reactants are: Br[CH:2]([CH3:18])[C:3]([O:5][CH2:6][CH2:7][CH2:8][CH2:9][CH2:10][CH2:11][CH2:12][CH2:13][CH2:14][CH2:15][CH2:16][CH3:17])=[O:4].C(=O)(O)[O-].[Na+].[CH3:24][NH2:25]. (2) Given the product [NH:1]([C:16]([O:18][C:19]([CH3:22])([CH3:21])[CH3:20])=[O:17])[C@@H:2]([C:13]([NH:23][C@H:24]([C:40]([O:42][C:43]([CH3:46])([CH3:45])[CH3:44])=[O:41])[CH2:25][CH2:26][CH2:27][CH2:28][NH:29][C:30]([O:32][CH2:33][C:34]1[CH:35]=[CH:36][CH:37]=[CH:38][CH:39]=1)=[O:31])=[O:15])[CH2:3][C:4]1[C:12]2[C:7](=[CH:8][CH:9]=[CH:10][CH:11]=2)[NH:6][CH:5]=1, predict the reactants needed to synthesize it. The reactants are: [NH:1]([C:16]([O:18][C:19]([CH3:22])([CH3:21])[CH3:20])=[O:17])[C@@H:2]([C:13]([OH:15])=O)[CH2:3][C:4]1[C:12]2[C:7](=[CH:8][CH:9]=[CH:10][CH:11]=2)[NH:6][CH:5]=1.[NH2:23][C@H:24]([C:40]([O:42][C:43]([CH3:46])([CH3:45])[CH3:44])=[O:41])[CH2:25][CH2:26][CH2:27][CH2:28][NH:29][C:30]([O:32][CH2:33][C:34]1[CH:39]=[CH:38][CH:37]=[CH:36][CH:35]=1)=[O:31].OC1C2N=NNC=2C=CC=1.Cl.CNC(N=C=NCC)CCNC. (3) Given the product [CH3:40][S:41]([O:36][CH2:35][CH:34]([OH:37])[C:33]([NH:32][C:28]1[CH:29]=[CH:30][CH:31]=[C:26]([NH:25][C:23]2[C:22]([F:39])=[CH:21][N:20]=[C:19]([NH:18][C:15]3[CH:14]=[CH:13][C:12]([O:11][CH2:10][CH2:9][O:8][Si:1]([C:4]([CH3:7])([CH3:5])[CH3:6])([CH3:3])[CH3:2])=[CH:17][CH:16]=3)[N:24]=2)[CH:27]=1)=[O:38])(=[O:43])=[O:42], predict the reactants needed to synthesize it. The reactants are: [Si:1]([O:8][CH2:9][CH2:10][O:11][C:12]1[CH:17]=[CH:16][C:15]([NH:18][C:19]2[N:24]=[C:23]([NH:25][C:26]3[CH:27]=[C:28]([NH:32][C:33](=[O:38])[CH:34]([OH:37])[CH2:35][OH:36])[CH:29]=[CH:30][CH:31]=3)[C:22]([F:39])=[CH:21][N:20]=2)=[CH:14][CH:13]=1)([C:4]([CH3:7])([CH3:6])[CH3:5])([CH3:3])[CH3:2].[CH3:40][S:41](Cl)(=[O:43])=[O:42].C(Cl)(Cl)Cl.CO.C([O-])(O)=O.[Na+]. (4) Given the product [F:20][C:21]1[CH:26]=[CH:25][C:24]2[N:27]=[C:17](/[CH:16]=[CH:15]/[C:5]3[CH:6]=[CH:7][C:8]([N:9]4[CH:13]=[C:12]([CH3:14])[N:11]=[CH:10]4)=[C:3]([O:2][CH3:1])[CH:4]=3)[NH:28][C:23]=2[CH:22]=1, predict the reactants needed to synthesize it. The reactants are: [CH3:1][O:2][C:3]1[CH:4]=[C:5](/[CH:15]=[CH:16]/[C:17](O)=O)[CH:6]=[CH:7][C:8]=1[N:9]1[CH:13]=[C:12]([CH3:14])[N:11]=[CH:10]1.[F:20][C:21]1[CH:22]=[C:23]([NH2:28])[C:24]([NH2:27])=[CH:25][CH:26]=1. (5) Given the product [CH2:1]([O:8][C:9]1[CH:14]=[C:13](/[CH:25]=[CH:24]/[C:26](=[O:27])[CH2:28][CH3:29])[CH:12]=[CH:11][C:10]=1[N:16]1[S:20](=[O:22])(=[O:21])[NH:19][C:18](=[O:23])[CH2:17]1)[C:2]1[CH:7]=[CH:6][CH:5]=[CH:4][CH:3]=1, predict the reactants needed to synthesize it. The reactants are: [CH2:1]([O:8][C:9]1[CH:14]=[C:13](I)[CH:12]=[CH:11][C:10]=1[N:16]1[S:20](=[O:22])(=[O:21])[NH:19][C:18](=[O:23])[CH2:17]1)[C:2]1[CH:7]=[CH:6][CH:5]=[CH:4][CH:3]=1.[CH2:24]([C:26]([CH:28]=[CH2:29])=[O:27])[CH3:25].C(N(CC)CC)C. (6) Given the product [F:20][C:21]1[CH:22]=[C:23]([NH:28][C:29]2[C:37]3[C:32](=[CH:33][CH:34]=[C:35]([NH:38][C:15]([C:14]4[CH:9]([C:4]5[CH:5]=[CH:6][C:7]([F:8])=[C:2]([F:1])[CH:3]=5)[NH:10][C:11](=[O:19])[NH:12][C:13]=4[CH3:18])=[O:17])[CH:36]=3)[NH:31][N:30]=2)[CH:24]=[C:25]([F:27])[CH:26]=1, predict the reactants needed to synthesize it. The reactants are: [F:1][C:2]1[CH:3]=[C:4]([CH:9]2[C:14]([C:15]([OH:17])=O)=[C:13]([CH3:18])[NH:12][C:11](=[O:19])[NH:10]2)[CH:5]=[CH:6][C:7]=1[F:8].[F:20][C:21]1[CH:22]=[C:23]([NH:28][C:29]2[C:37]3[C:32](=[CH:33][CH:34]=[C:35]([NH2:38])[CH:36]=3)[NH:31][N:30]=2)[CH:24]=[C:25]([F:27])[CH:26]=1.C1CN([P+](Br)(N2CCCC2)N2CCCC2)CC1.F[P-](F)(F)(F)(F)F.C(N(C(C)C)CC)(C)C. (7) Given the product [NH2:44][CH:40]1[CH2:41][CH2:42][CH2:43][CH:38]([NH:45][C:34]([C:23]2[C:22]([CH3:37])=[C:21]([C:18]3[CH:17]=[CH:16][C:15]([O:14][CH2:7][C:8]4[CH:9]=[CH:10][CH:11]=[CH:12][CH:13]=4)=[CH:20][CH:19]=3)[N:25]([C:26]3[CH:31]=[CH:30][C:29]([Cl:32])=[CH:28][C:27]=3[Cl:33])[N:24]=2)=[O:36])[CH2:39]1, predict the reactants needed to synthesize it. The reactants are: C(Cl)(=O)C(Cl)=O.[CH2:7]([O:14][C:15]1[CH:20]=[CH:19][C:18]([C:21]2[N:25]([C:26]3[CH:31]=[CH:30][C:29]([Cl:32])=[CH:28][C:27]=3[Cl:33])[N:24]=[C:23]([C:34]([OH:36])=O)[C:22]=2[CH3:37])=[CH:17][CH:16]=1)[C:8]1[CH:13]=[CH:12][CH:11]=[CH:10][CH:9]=1.[CH:38]1([NH2:45])[CH2:43][CH2:42][CH2:41][CH:40]([NH2:44])[CH2:39]1. (8) Given the product [Br:33][CH2:34][C:35]([NH:21][C:2]1[C:3]([O:15][CH2:16][C:17]([F:18])([F:19])[F:20])=[N:4][C:5]([CH3:14])=[CH:6][C:7]=1[O:8][CH2:9][C:10]([F:11])([F:12])[F:13])=[O:36], predict the reactants needed to synthesize it. The reactants are: N[C:2]1([N+:21]([O-])=O)[C:7]([O:8][CH2:9][C:10]([F:13])([F:12])[F:11])=[CH:6][C:5]([CH3:14])=[N:4][CH:3]1[O:15][CH2:16][C:17]([F:20])([F:19])[F:18].CN(C)C1C=CC=CC=1.[Br:33][CH2:34][C:35](Br)=[O:36]. (9) Given the product [CH3:25][CH:24]([CH2:23][CH2:22][CH:21]=[C:19]([CH3:20])[CH3:18])[CH2:26][CH2:27][NH:6][C@@H:5]([CH2:7][CH:8]([CH3:10])[CH3:9])[C:4]([O:3][CH3:2])=[O:11], predict the reactants needed to synthesize it. The reactants are: Cl.[CH3:2][O:3][C:4](=[O:11])[C@H:5]([CH2:7][CH:8]([CH3:10])[CH3:9])[NH2:6].[O-]S([O-])(=O)=O.[Mg+2].[CH3:18][C:19](=[CH:21][CH2:22][CH2:23][CH:24]([CH2:26][CH:27]=O)[CH3:25])[CH3:20].CCN(CC)CC.[BH4-].[Na+].